From a dataset of Catalyst prediction with 721,799 reactions and 888 catalyst types from USPTO. Predict which catalyst facilitates the given reaction. (1) Reactant: [F:1][C:2]1[CH:7]=[CH:6][C:5]([N:8]2[C:16]3[CH:15]=[CH:14][N+:13]([O-])=[CH:12][C:11]=3[CH:10]=[N:9]2)=[CH:4][CH:3]=1.C[Si]([C:22]#[N:23])(C)C.CCN(CC)CC. Product: [F:1][C:2]1[CH:7]=[CH:6][C:5]([N:8]2[C:16]3[CH:15]=[CH:14][N:13]=[C:12]([C:22]#[N:23])[C:11]=3[CH:10]=[N:9]2)=[CH:4][CH:3]=1. The catalyst class is: 47. (2) Reactant: [Br:1][C:2]1[N:3]=[C:4]2[CH:10]=[CH:9][NH:8][C:5]2=[N:6][CH:7]=1.[H-].[Na+].[C:13]1([CH3:23])[CH:18]=[CH:17][C:16]([S:19](Cl)(=[O:21])=[O:20])=[CH:15][CH:14]=1.[OH-].[Na+]. Product: [Br:1][C:2]1[N:3]=[C:4]2[CH:10]=[CH:9][N:8]([S:19]([C:16]3[CH:17]=[CH:18][C:13]([CH3:23])=[CH:14][CH:15]=3)(=[O:21])=[O:20])[C:5]2=[N:6][CH:7]=1. The catalyst class is: 3.